Dataset: Peptide-MHC class I binding affinity with 185,985 pairs from IEDB/IMGT. Task: Regression. Given a peptide amino acid sequence and an MHC pseudo amino acid sequence, predict their binding affinity value. This is MHC class I binding data. (1) The binding affinity (normalized) is 0.586. The peptide sequence is SAIFFTTSLF. The MHC is HLA-A29:02 with pseudo-sequence HLA-A29:02. (2) The peptide sequence is FCNLSDAHK. The MHC is HLA-A03:01 with pseudo-sequence HLA-A03:01. The binding affinity (normalized) is 0.0298. (3) The peptide sequence is ITMIPHYYYY. The MHC is HLA-A68:01 with pseudo-sequence HLA-A68:01. The binding affinity (normalized) is 0.784. (4) The peptide sequence is MRMAWGGSY. The MHC is BoLA-D18.4 with pseudo-sequence BoLA-D18.4. The binding affinity (normalized) is 0.344. (5) The peptide sequence is AASCGGAVF. The MHC is Patr-B2401 with pseudo-sequence Patr-B2401. The binding affinity (normalized) is 0.